Dataset: Forward reaction prediction with 1.9M reactions from USPTO patents (1976-2016). Task: Predict the product of the given reaction. Given the reactants [Cl:1][C:2]1[CH:21]=[C:20]([N+:22]([O-])=O)[C:19]([F:25])=[CH:18][C:3]=1[CH:4]=[C:5]1[CH2:10][CH2:9][N:8]([C:11]([O:13][C:14]([CH3:17])([CH3:16])[CH3:15])=[O:12])[CH2:7][CH2:6]1, predict the reaction product. The product is: [NH2:22][C:20]1[C:19]([F:25])=[CH:18][C:3]([CH2:4][CH:5]2[CH2:10][CH2:9][N:8]([C:11]([O:13][C:14]([CH3:17])([CH3:16])[CH3:15])=[O:12])[CH2:7][CH2:6]2)=[C:2]([Cl:1])[CH:21]=1.